This data is from Experimentally validated miRNA-target interactions with 360,000+ pairs, plus equal number of negative samples. The task is: Binary Classification. Given a miRNA mature sequence and a target amino acid sequence, predict their likelihood of interaction. (1) The miRNA is rno-miR-152-3p with sequence UCAGUGCAUGACAGAACUUGG. The protein sequence of the target gene is MLLLINVILTLWVSCANGQVKPCDFPDIKHGGLFHENMRRPYFPVAVGKYYSYYCDEHFETPSGSYWDYIHCTQNGWSPAVPCLRKCYFPYLENGYNQNYGRKFVQGNSTEVACHPGYGLPKAQTTVTCTEKGWSPTPRCIRVRTCSKSDIEIENGFISESSSIYILNKEIQYKCKPGYATADGNSSGSITCLQNGWSAQPICINSSEKCGPPPPISNGDTTSFLLKVYVPQSRVEYQCQPYYELQGSNYVTCSNGEWSEPPRCIHPCIITEENMNKNNIKLKGRSDRKYYAKTGDTIEF.... Result: 0 (no interaction). (2) The miRNA is mmu-miR-214-3p with sequence ACAGCAGGCACAGACAGGCAGU. The protein sequence of the target gene is MEVLESGEQSVLQWDRKLSELSEPGETEALMYHTHFSELLDEFSQNVLGQLLSDPFLSEKSESMEVEPSPTSPAPLIQAEHSYSLSEEPRTQSPFTHAATSDSFNDEEVESEKWYLSTEFPSATIKTEPITEEQPPGLVPSVTLTITAISTPFEKEESPLDMNAGGDSSCQTLIPKIKLEPHEVDQFLNFSPKEASVDQLHLPPTPPSSHSSDSEGSLSPNPRLHPFSLSQAHSPARAMPRGPSALSTSPLLTAPHKLQGSGPLVLTEEEKRTLVAEGYPIPTKLPLTKSEEKALKKIRR.... Result: 0 (no interaction). (3) The miRNA is hsa-miR-642b-5p with sequence GGUUCCCUCUCCAAAUGUGUCU. The protein sequence of the target gene is MATEEFIIRIPPYHYIHVLDQNSNVSRVEVGPKTYIRQDNERVLFAPMRMVTVPPRHYCTVANPVSRDAQGLVLFDVTGQVRLRHADLEIRLAQDPFPLYPGEVLEKDITPLQVVLPNTALHLKALLDFEDKDGDKVVAGDEWLFEGPGTYIPRKEVEVVEIIQATIIRQNQALRLRARKECWDRDGKERVTGEEWLVTTVGAYLPAVFEEVLDLVDAVILTEKTALHLRARRNFRDFRGVSRRTGEEWLVTVQDTEAHVPDVHEEVLGVVPITTLGPHNYCVILDPVGPDGKNQLGQKR.... Result: 0 (no interaction). (4) The miRNA is mmu-miR-301b-3p with sequence CAGUGCAAUGGUAUUGUCAAAGC. The protein sequence of the target gene is MLGKGGVGGGGGTKAPKPSFVSYVRPEEIHTDEKEVTEKEVTLHLLPGEQLLCEASTVLKYVQEDSCQRGVYGRLVCTDFKISFLGDEDSALDNGGEAQFKNKIIGVNDVPLHCVDQIYGVFDEKKKPLFGQLKKYPEKLVIHCKDLRVLHFCLRYTKEEEVKRIVSGIIHHTQSPKLLKRLFLFSYAAAVHGTATDSRNCTVMFDTPKDWCWELERTKGSVKYRTVSVNEGYRVSDRLPAYFVVPTPLPEDDVRRFQGHGIPIWCWSCHNGSALLKMSALPKEQDDGALQVQKSFLDGI.... Result: 1 (interaction).